Predict the reaction yield, written as a fraction of the theoretical maximum amount of product (1.0 means a 100% yield; for example, 0.34 means a 34% yield). From a dataset of Reaction yield outcomes from USPTO patents with 853,638 reactions. The reactants are BrCCBr.C[Si](Cl)(C)C.[CH3:10][O:11][C:12](=[O:21])/[C:13](/I)=[CH:14]\[CH:15]1[CH2:19][CH2:18][CH2:17][CH2:16]1.C1(P(C2C=CC=CC=2)C2C=CC=CC=2)C=CC=CC=1.Br[C:42]1[CH:47]=[CH:46][C:45]([N:48]2[C:52]([CH3:53])=[N:51][N:50]=[N:49]2)=[C:44]([C:54]([F:57])([F:56])[F:55])[CH:43]=1.[Cl-].[NH4+]. The catalyst is O1CCCC1.[Zn].C1C=CC(/C=C/C(/C=C/C2C=CC=CC=2)=O)=CC=1.C1C=CC(/C=C/C(/C=C/C2C=CC=CC=2)=O)=CC=1.[Pd]. The product is [CH3:10][O:11][C:12](=[O:21])/[C:13](/[C:42]1[CH:47]=[CH:46][C:45]([N:48]2[C:52]([CH3:53])=[N:51][N:50]=[N:49]2)=[C:44]([C:54]([F:57])([F:56])[F:55])[CH:43]=1)=[CH:14]/[CH:15]1[CH2:19][CH2:18][CH2:17][CH2:16]1. The yield is 0.776.